This data is from Reaction yield outcomes from USPTO patents with 853,638 reactions. The task is: Predict the reaction yield, written as a fraction of the theoretical maximum amount of product (1.0 means a 100% yield; for example, 0.34 means a 34% yield). (1) The reactants are [NH2:1][C:2]1[CH:7]=[CH:6][CH:5]=[CH:4][C:3]=1[NH:8][C@@H:9]([CH3:12])[CH2:10]O.C1(P(C2C=CC=CC=2)C2C=CC=CC=2)C=CC=CC=1.C(Br)(Br)(Br)Br.C(N(CC)CC)C.N=[PH3]. The catalyst is [OH-].[Na+].C(#N)C. The product is [CH3:10][C@H:9]1[CH2:12][NH:1][C:2]2[C:3](=[CH:4][CH:5]=[CH:6][CH:7]=2)[NH:8]1. The yield is 0.410. (2) The product is [Cl-:25].[CH2:1]([C:5]1([CH2:37][CH2:38][CH2:39][CH3:40])[NH:11][CH:10]([C:12]2[CH:27]=[CH:26][C:15]([O:16][CH2:17][C:18]3[CH:23]=[CH:22][C:21]([CH2:24][N+:41]45[CH2:48][CH2:47][N:44]([CH2:45][CH2:46]4)[CH2:43][CH2:42]5)=[CH:20][CH:19]=3)=[CH:14][CH:13]=2)[C:9]2[CH:28]=[C:29]([N:32]([CH3:34])[CH3:33])[CH:30]=[CH:31][C:8]=2[S:7](=[O:36])(=[O:35])[CH2:6]1)[CH2:2][CH2:3][CH3:4]. The catalyst is CC#N. The reactants are [CH2:1]([C:5]1([CH2:37][CH2:38][CH2:39][CH3:40])[NH:11][CH:10]([C:12]2[CH:27]=[CH:26][C:15]([O:16][CH2:17][C:18]3[CH:23]=[CH:22][C:21]([CH2:24][Cl:25])=[CH:20][CH:19]=3)=[CH:14][CH:13]=2)[C:9]2[CH:28]=[C:29]([N:32]([CH3:34])[CH3:33])[CH:30]=[CH:31][C:8]=2[S:7](=[O:36])(=[O:35])[CH2:6]1)[CH2:2][CH2:3][CH3:4].[N:41]12[CH2:48][CH2:47][N:44]([CH2:45][CH2:46]1)[CH2:43][CH2:42]2. The yield is 0.830. (3) The reactants are C(O)(=O)C.[CH3:5][O:6][C:7]([C@@H:9]1[CH2:14][CH2:13][C@@H:12]([NH2:15])[C@H:11]([OH:16])[CH2:10]1)=[O:8].[C:17](=O)([O:23]C(C)(C)C)[O:18][C:19]([CH3:22])([CH3:21])[CH3:20].C(N(C(C)C)CC)(C)C. The catalyst is O1CCCC1. The product is [CH3:5][O:6][C:7]([C@@H:9]1[CH2:14][CH2:13][C@@H:12]([NH:15][C:17]([O:18][C:19]([CH3:22])([CH3:21])[CH3:20])=[O:23])[C@H:11]([OH:16])[CH2:10]1)=[O:8]. The yield is 1.00. (4) The reactants are [C:1]([C:4]1[CH:5]=[C:6]([NH:17][C:18]([O:20][CH2:21][C:22]2[CH:27]=[CH:26][CH:25]=[CH:24][CH:23]=2)=[O:19])[C:7](=[O:16])[N:8]2[C:12]=1[CH2:11][CH2:10][C@H:9]2[C:13](O)=[O:14])(=[O:3])[CH3:2].[C:28]([O:32][C:33](=[O:45])[NH:34][C:35]([C:37]1[CH:42]=[CH:41][C:40]([CH2:43][NH2:44])=[CH:39][CH:38]=1)=[NH:36])([CH3:31])([CH3:30])[CH3:29].C1CN([P+](ON2N=NC3C=CC=NC2=3)(N2CCCC2)N2CCCC2)CC1.F[P-](F)(F)(F)(F)F.CCN(C(C)C)C(C)C. The yield is 0.410. The product is [CH2:21]([O:20][C:18](=[O:19])[NH:17][C:6]1[C:7](=[O:16])[N:8]2[C:12](=[C:4]([C:1](=[O:3])[CH3:2])[CH:5]=1)[CH2:11][CH2:10][C@H:9]2[C:13](=[O:14])[NH:44][CH2:43][C:40]1[CH:41]=[CH:42][C:37]([C:35]([NH:34][C:33]([O:32][C:28]([CH3:31])([CH3:30])[CH3:29])=[O:45])=[NH:36])=[CH:38][CH:39]=1)[C:22]1[CH:23]=[CH:24][CH:25]=[CH:26][CH:27]=1. The catalyst is CN(C=O)C.CCOC(C)=O.C([O-])(O)=O.[Na+]. (5) The reactants are Cl.Cl.[CH3:3][C@H:4]1[C:12]2[C:11]([N:13]3[CH2:18][CH2:17][NH:16][CH2:15][CH2:14]3)=[N:10][CH:9]=[N:8][C:7]=2[C@H:6]([OH:19])[CH2:5]1.[C:20]([O:24][C:25]([NH:27][CH2:28][C@H:29]([C:33]1[CH:38]=[CH:37][C:36]([Cl:39])=[CH:35][CH:34]=1)[C:30](O)=[O:31])=[O:26])([CH3:23])([CH3:22])[CH3:21].C(N(C(C)C)CC)(C)C.CN(C(ON1N=NC2C=CC=CC1=2)=[N+](C)C)C.F[P-](F)(F)(F)(F)F. The catalyst is C(Cl)Cl. The product is [Cl:39][C:36]1[CH:37]=[CH:38][C:33]([C@H:29]([C:30]([N:16]2[CH2:15][CH2:14][N:13]([C:11]3[C:12]4[C@H:4]([CH3:3])[CH2:5][C@@H:6]([OH:19])[C:7]=4[N:8]=[CH:9][N:10]=3)[CH2:18][CH2:17]2)=[O:31])[CH2:28][NH:27][C:25](=[O:26])[O:24][C:20]([CH3:23])([CH3:21])[CH3:22])=[CH:34][CH:35]=1. The yield is 0.780. (6) The reactants are [NH2:1][C:2]1[CH:7]=[CH:6][C:5]([C:8](=O)[CH3:9])=[CH:4][C:3]=1[N+:11]([O-:13])=[O:12].[CH3:14][C:15]([S:18]([NH2:20])=[O:19])([CH3:17])[CH3:16].[B-].[Na+]. The catalyst is C1COCC1.[O-]CC.[Ti+4].[O-]CC.[O-]CC.[O-]CC. The product is [NH2:1][C:2]1[CH:7]=[CH:6][C:5]([CH:8]([NH:20][S:18]([C:15]([CH3:17])([CH3:16])[CH3:14])=[O:19])[CH3:9])=[CH:4][C:3]=1[N+:11]([O-:13])=[O:12]. The yield is 0.850. (7) The catalyst is C1C=CC([P]([Pd]([P](C2C=CC=CC=2)(C2C=CC=CC=2)C2C=CC=CC=2)([P](C2C=CC=CC=2)(C2C=CC=CC=2)C2C=CC=CC=2)[P](C2C=CC=CC=2)(C2C=CC=CC=2)C2C=CC=CC=2)(C2C=CC=CC=2)C2C=CC=CC=2)=CC=1.CN(C)C=O. The reactants are Br[C:2]1[C:3]([C:13]2[CH:18]=[CH:17][C:16]([NH:19][C:20]([NH:22][C:23]3[CH:28]=[CH:27][CH:26]=[CH:25][CH:24]=3)=[O:21])=[CH:15][CH:14]=2)=[N:4][N:5]([CH2:7][CH:8]2[CH2:12][CH2:11][CH2:10][O:9]2)[CH:6]=1.C1(S([N:38]2[C:42]3=[N:43][CH:44]=[CH:45][C:46](B4OC(C)(C)C(C)(C)O4)=[C:41]3[CH:40]=[CH:39]2)(=O)=O)C=CC=CC=1.C(=O)(O)[O-].[Na+]. The product is [C:23]1([NH:22][C:20]([NH:19][C:16]2[CH:17]=[CH:18][C:13]([C:3]3[C:2]([C:46]4[CH:45]=[CH:44][N:43]=[C:42]5[NH:38][CH:39]=[CH:40][C:41]=45)=[CH:6][N:5]([CH2:7][CH:8]4[CH2:12][CH2:11][CH2:10][O:9]4)[N:4]=3)=[CH:14][CH:15]=2)=[O:21])[CH:28]=[CH:27][CH:26]=[CH:25][CH:24]=1. The yield is 0.110.